This data is from Catalyst prediction with 721,799 reactions and 888 catalyst types from USPTO. The task is: Predict which catalyst facilitates the given reaction. (1) Reactant: [Br:1][C:2]1[N:10]([CH2:11][C:12]2[CH:17]=[CH:16][C:15]([Cl:18])=[CH:14][CH:13]=2)[C:9]2[C:8](=[O:19])[NH:7][C:6](=[O:20])[N:5]([CH3:21])[C:4]=2[N:3]=1.Br[CH2:23][CH2:24][CH2:25][O:26][CH:27]1[CH2:32][CH2:31][CH2:30][CH2:29][O:28]1.C(=O)([O-])[O-].[K+].[K+]. Product: [Br:1][C:2]1[N:10]([CH2:11][C:12]2[CH:13]=[CH:14][C:15]([Cl:18])=[CH:16][CH:17]=2)[C:9]2[C:8](=[O:19])[N:7]([CH2:23][CH2:24][CH2:25][O:26][CH:27]3[CH2:32][CH2:31][CH2:30][CH2:29][O:28]3)[C:6](=[O:20])[N:5]([CH3:21])[C:4]=2[N:3]=1. The catalyst class is: 3. (2) Reactant: [C:1]([C:3]1[CH:4]=[C:5]([CH2:16][NH:17][C:18]2[C:19]([F:32])=[C:20]([CH:28]=[CH:29][C:30]=2[F:31])[O:21][CH2:22][C:23]([O:25]CC)=[O:24])[CH:6]=[C:7]([C:9]2[CH:14]=[CH:13][CH:12]=[C:11]([F:15])[CH:10]=2)[CH:8]=1)#[N:2].C([O-])([O-])=[O:34].[K+].[K+].OO.Cl. Product: [C:1]([C:3]1[CH:4]=[C:5]([CH2:16][NH:17][C:18]2[C:19]([F:32])=[C:20]([CH:28]=[CH:29][C:30]=2[F:31])[O:21][CH2:22][C:23]([OH:25])=[O:24])[CH:6]=[C:7]([C:9]2[CH:14]=[CH:13][CH:12]=[C:11]([F:15])[CH:10]=2)[CH:8]=1)(=[O:34])[NH2:2]. The catalyst class is: 58. (3) Reactant: [C:1]1([C:7]([CH:9]([C:11]2[CH:16]=[CH:15][CH:14]=[CH:13][CH:12]=2)O)=[O:8])[CH:6]=[CH:5][CH:4]=[CH:3][CH:2]=1.[C:17](OC)(=[O:22])[CH2:18][C:19]([NH2:21])=[O:20].C[O-].[Na+].Cl. Product: [O:22]=[C:17]1[C:18]([C:19]([NH2:21])=[O:20])=[C:9]([C:11]2[CH:16]=[CH:15][CH:14]=[CH:13][CH:12]=2)[CH:7]([C:1]2[CH:6]=[CH:5][CH:4]=[CH:3][CH:2]=2)[O:8]1. The catalyst class is: 5. (4) Reactant: [F:1][C:2]1[CH:17]=[C:16]([N+:18]([O-])=O)[CH:15]=[CH:14][C:3]=1[NH:4][CH2:5][CH2:6][CH2:7][N:8]1[CH2:13][CH2:12][O:11][CH2:10][CH2:9]1.CCOC(C)=O. Product: [F:1][C:2]1[CH:17]=[C:16]([NH2:18])[CH:15]=[CH:14][C:3]=1[NH:4][CH2:5][CH2:6][CH2:7][N:8]1[CH2:13][CH2:12][O:11][CH2:10][CH2:9]1. The catalyst class is: 43. (5) Reactant: [Cl:1][C:2]1[CH:3]=[C:4]([N:26]2[C:31](=[O:32])[NH:30][C:29](=[O:33])[CH:28]=[N:27]2)[CH:5]=[C:6]([CH3:25])[C:7]=1[O:8][C:9]1[CH:14]=[CH:13][C:12]([OH:15])=[C:11]([C:16](=[O:24])[C:17]2[CH:22]=[CH:21][C:20]([F:23])=[CH:19][CH:18]=2)[CH:10]=1.[BH4-].[Na+]. The catalyst class is: 5. Product: [Cl:1][C:2]1[CH:3]=[C:4]([N:26]2[C:31](=[O:32])[NH:30][C:29](=[O:33])[CH:28]=[N:27]2)[CH:5]=[C:6]([CH3:25])[C:7]=1[O:8][C:9]1[CH:14]=[CH:13][C:12]([OH:15])=[C:11]([CH:16]([C:17]2[CH:18]=[CH:19][C:20]([F:23])=[CH:21][CH:22]=2)[OH:24])[CH:10]=1. (6) Reactant: C[O:2][C:3](=O)[CH:4]=[CH:5][CH:6]=[CH:7][CH2:8][S:9][C:10]1[CH:15]=[CH:14][C:13]([Cl:16])=[CH:12][CH:11]=1.[NH2:18][OH:19].[OH-].[K+].CO. Product: [OH:19][NH:18][C:3](=[O:2])[CH:4]=[CH:5][CH:6]=[CH:7][CH2:8][S:9][C:10]1[CH:15]=[CH:14][C:13]([Cl:16])=[CH:12][CH:11]=1. The catalyst class is: 1. (7) Reactant: [Cl:1][C:2]1[CH:28]=[CH:27][C:5]([C:6]([NH:8][CH:9]([C:21]2[CH:26]=[CH:25][CH:24]=[CH:23][CH:22]=2)[CH2:10][CH2:11][CH2:12][NH:13]C(=O)OC(C)(C)C)=[O:7])=[CH:4][C:3]=1[NH:29][C:30]([C:32]1[C:43](=[O:44])[NH:42][C:35]2[N:36]=[C:37]([O:40][CH3:41])[N:38]=[CH:39][C:34]=2[CH:33]=1)=[O:31].FC(F)(F)C(O)=O. Product: [NH2:13][CH2:12][CH2:11][CH2:10][CH:9]([NH:8][C:6]([C:5]1[CH:27]=[CH:28][C:2]([Cl:1])=[C:3]([NH:29][C:30]([C:32]2[C:43](=[O:44])[NH:42][C:35]3[N:36]=[C:37]([O:40][CH3:41])[N:38]=[CH:39][C:34]=3[CH:33]=2)=[O:31])[CH:4]=1)=[O:7])[C:21]1[CH:22]=[CH:23][CH:24]=[CH:25][CH:26]=1. The catalyst class is: 4.